Dataset: Reaction yield outcomes from USPTO patents with 853,638 reactions. Task: Predict the reaction yield, written as a fraction of the theoretical maximum amount of product (1.0 means a 100% yield; for example, 0.34 means a 34% yield). (1) The reactants are [NH2:1][C:2]1[C:3]2[C:4]3[C:5](=[N:17][N:18]([CH2:20][C:21]4[C:26]([Cl:27])=[C:25]([O:28][CH3:29])[C:24]([CH3:30])=[CH:23][N:22]=4)[N:19]=2)[CH:6]=[C:7]([CH2:12][C:13]([NH:15][CH3:16])=[O:14])[C:8]=3[CH2:9][S:10][N:11]=1.Cl. The catalyst is C(O)C. The product is [ClH:27].[NH2:1][C:2]1[C:3]2[C:4]3[C:5](=[N:17][N:18]([CH2:20][C:21]4[C:26]([Cl:27])=[C:25]([O:28][CH3:29])[C:24]([CH3:30])=[CH:23][N:22]=4)[N:19]=2)[CH:6]=[C:7]([CH2:12][C:13]([NH:15][CH3:16])=[O:14])[C:8]=3[CH2:9][S:10][N:11]=1. The yield is 0.950. (2) The reactants are O[C@H:2]1[CH2:6][N:5]([C:7]([O:9][C:10]([CH3:13])([CH3:12])[CH3:11])=[O:8])[C@H:4]([C:14]2[NH:15][C:16]([C:19]3[CH:24]=[CH:23][C:22]([B:25]4[O:29]C(C)(C)C(C)(C)[O:26]4)=[CH:21][CH:20]=3)=[CH:17][N:18]=2)[CH2:3]1.COCCN(S(F)(F)[F:44])CCOC.C(=O)(O)[O-].[Na+]. The catalyst is C(Cl)Cl. The product is [C:10]([O:9][C:7]([N:5]1[CH2:6][C@@H:2]([F:44])[CH2:3][C@H:4]1[C:14]1[NH:15][C:16]([C:19]2[CH:24]=[CH:23][C:22]([B:25]([OH:29])[OH:26])=[CH:21][CH:20]=2)=[CH:17][N:18]=1)=[O:8])([CH3:13])([CH3:12])[CH3:11]. The yield is 0.370. (3) The reactants are [Li+].CC([N-]C(C)C)C.[O:9]1[C:13]2([CH2:18][CH2:17][CH:16]([C:19]([O:21][CH2:22][CH3:23])=[O:20])[CH2:15][CH2:14]2)[O:12][CH2:11][CH2:10]1.O1CC1. The catalyst is C1COCC1. The product is [O:9]1[C:13]2([CH2:18][CH2:17][C:16]3([CH2:23][CH2:22][O:21][C:19]3=[O:20])[CH2:15][CH2:14]2)[O:12][CH2:11][CH2:10]1. The yield is 0.300.